The task is: Regression. Given two drug SMILES strings and cell line genomic features, predict the synergy score measuring deviation from expected non-interaction effect.. This data is from NCI-60 drug combinations with 297,098 pairs across 59 cell lines. (1) Drug 1: CS(=O)(=O)C1=CC(=C(C=C1)C(=O)NC2=CC(=C(C=C2)Cl)C3=CC=CC=N3)Cl. Drug 2: CC1C(C(CC(O1)OC2CC(CC3=C2C(=C4C(=C3O)C(=O)C5=C(C4=O)C(=CC=C5)OC)O)(C(=O)C)O)N)O.Cl. Cell line: HS 578T. Synergy scores: CSS=37.0, Synergy_ZIP=23.1, Synergy_Bliss=24.7, Synergy_Loewe=-4.30, Synergy_HSA=18.6. (2) Drug 1: C1=CC(=CC=C1CCC2=CNC3=C2C(=O)NC(=N3)N)C(=O)NC(CCC(=O)O)C(=O)O. Drug 2: C1=NC2=C(N1)C(=S)N=C(N2)N. Cell line: UO-31. Synergy scores: CSS=34.1, Synergy_ZIP=-8.55, Synergy_Bliss=-9.72, Synergy_Loewe=-2.91, Synergy_HSA=-1.43.